This data is from Forward reaction prediction with 1.9M reactions from USPTO patents (1976-2016). The task is: Predict the product of the given reaction. (1) The product is: [CH3:25][O:26][C:23]1[CH:22]=[CH:21][C:20]([O:24][C:2]2[CH:16]=[CH:15][C:5]3[C:6](=[O:14])[NH:7][C:8]4[C:13]([C:4]=3[CH:3]=2)=[CH:12][CH:11]=[CH:10][N:9]=4)=[CH:19][CH:18]=1. Given the reactants F[C:2]1[CH:16]=[CH:15][C:5]2[C:6](=[O:14])[NH:7][C:8]3[C:13]([C:4]=2[CH:3]=1)=[CH:12][CH:11]=[CH:10][N:9]=3.Cl[C:18]1[CH:19]=[C:20]([OH:24])[CH:21]=[CH:22][CH:23]=1.[C:25](=O)([O-])[O-:26].[K+].[K+], predict the reaction product. (2) Given the reactants [C:1]([Si:5]([CH3:40])([CH3:39])[O:6][CH2:7][CH2:8][CH:9]([N:31]1[CH:36]=[CH:35][C:34](=O)[NH:33][C:32]1=[O:38])[CH2:10][O:11][C:12]([C:25]1[CH:30]=[CH:29][CH:28]=[CH:27][CH:26]=1)([C:19]1[CH:24]=[CH:23][CH:22]=[CH:21][CH:20]=1)[C:13]1[CH:18]=[CH:17][CH:16]=[CH:15][CH:14]=1)([CH3:4])([CH3:3])[CH3:2].C(C1C=C(C(C)C)C=C(C(C)C)C=1S(Cl)(=O)=O)(C)C.C([N:62](CC)CC)C.[OH-].[NH4+], predict the reaction product. The product is: [NH2:62][C:34]1[CH:35]=[CH:36][N:31]([CH:9]([CH2:10][O:11][C:12]([C:25]2[CH:26]=[CH:27][CH:28]=[CH:29][CH:30]=2)([C:13]2[CH:18]=[CH:17][CH:16]=[CH:15][CH:14]=2)[C:19]2[CH:20]=[CH:21][CH:22]=[CH:23][CH:24]=2)[CH2:8][CH2:7][O:6][Si:5]([C:1]([CH3:3])([CH3:4])[CH3:2])([CH3:39])[CH3:40])[C:32](=[O:38])[N:33]=1. (3) Given the reactants [Cl:1][C:2]1[CH:24]=[C:23]([Cl:25])[CH:22]=[CH:21][C:3]=1[CH2:4][N:5]1[C:14](=[O:15])[C:13]2[C:8](=[CH:9][C:10]([C:16]([O:18][CH3:19])=[O:17])=[CH:11][CH:12]=2)[NH:7][C:6]1=[O:20].CI.[C:28](=O)([O-])[O-].[K+].[K+], predict the reaction product. The product is: [Cl:1][C:2]1[CH:24]=[C:23]([Cl:25])[CH:22]=[CH:21][C:3]=1[CH2:4][N:5]1[C:14](=[O:15])[C:13]2[C:8](=[CH:9][C:10]([C:16]([O:18][CH3:19])=[O:17])=[CH:11][CH:12]=2)[N:7]([CH3:28])[C:6]1=[O:20]. (4) Given the reactants [NH2:1][C:2]1[CH:10]=[CH:9][CH:8]=[C:7]2[C:3]=1[CH2:4][N:5]([CH:12]1[CH2:17][CH2:16][C:15](=[O:18])[NH:14][C:13]1=[O:19])[C:6]2=[O:11].[O:20]1[CH:24]=[CH:23][CH:22]=[C:21]1[CH:25]=O.C(O[BH-](OC(=O)C)OC(=O)C)(=O)C.[Na+], predict the reaction product. The product is: [O:20]1[CH:24]=[CH:23][CH:22]=[C:21]1[CH2:25][NH:1][C:2]1[CH:10]=[CH:9][CH:8]=[C:7]2[C:3]=1[CH2:4][N:5]([CH:12]1[CH2:17][CH2:16][C:15](=[O:18])[NH:14][C:13]1=[O:19])[C:6]2=[O:11]. (5) Given the reactants [NH2:1][C:2]([C:4]1([C:7]2[CH:12]=[CH:11][C:10]([C:13]3[CH:18]=[CH:17][C:16]([C@H:19]([NH:23][C@H:24]([C:30]([NH:32][C:33]4([C:36]#[N:37])[CH2:35][CH2:34]4)=[O:31])[CH2:25][C:26]([F:29])([CH3:28])[CH3:27])[CH:20]([F:22])[F:21])=[CH:15][CH:14]=3)=[CH:9][CH:8]=2)[CH2:6][CH2:5]1)=[O:3].[CH3:38][S:39]([OH:42])(=[O:41])=[O:40].C(OC)(C)(C)C, predict the reaction product. The product is: [CH3:38][S:39]([O-:42])(=[O:41])=[O:40].[NH2:1][C:2]([C:4]1([C:7]2[CH:12]=[CH:11][C:10]([C:13]3[CH:18]=[CH:17][C:16]([C@H:19]([NH2+:23][C@@H:24]([CH2:25][C:26]([F:29])([CH3:27])[CH3:28])[C:30]([NH:32][C:33]4([C:36]#[N:37])[CH2:35][CH2:34]4)=[O:31])[CH:20]([F:22])[F:21])=[CH:15][CH:14]=3)=[CH:9][CH:8]=2)[CH2:6][CH2:5]1)=[O:3]. (6) The product is: [CH2:1]([C@H:8]1[CH2:12][O:11][C:10](=[O:13])[N:9]1[C:14](=[O:50])[C@@H:15]([O:48][CH3:49])[CH2:16][C:17]1[CH:22]=[CH:21][C:20]([O:23][CH2:24][CH2:25][C:26]2[N:27]=[C:28]([C:32]3[CH:33]=[CH:34][CH:35]=[CH:36][CH:37]=3)[O:29][C:30]=2[CH3:31])=[CH:19][C:18]=1[OH:38])[C:2]1[CH:3]=[CH:4][CH:5]=[CH:6][CH:7]=1. Given the reactants [CH2:1]([C@H:8]1[CH2:12][O:11][C:10](=[O:13])[N:9]1[C:14](=[O:50])[C@@H:15]([O:48][CH3:49])[CH2:16][C:17]1[CH:22]=[CH:21][C:20]([O:23][CH2:24][CH2:25][C:26]2[N:27]=[C:28]([C:32]3[CH:37]=[CH:36][CH:35]=[CH:34][CH:33]=3)[O:29][C:30]=2[CH3:31])=[CH:19][C:18]=1[O:38][Si](C)(C)C(C)(C)C(C)C)[C:2]1[CH:7]=[CH:6][CH:5]=[CH:4][CH:3]=1.[NH4+].[F-], predict the reaction product.